From a dataset of Forward reaction prediction with 1.9M reactions from USPTO patents (1976-2016). Predict the product of the given reaction. (1) Given the reactants Br[C:2]1[CH:3]=[CH:4][CH:5]=[C:6]2[C:10]=1[NH:9][C:8]([C:11]([O:13][CH2:14][CH3:15])=[O:12])=[C:7]2[CH2:16][CH2:17][CH2:18][O:19][C:20]1[C:29]2[C:24](=[CH:25][CH:26]=[CH:27][CH:28]=2)[CH:23]=[CH:22][CH:21]=1.[CH3:30][N:31]1[C:35]([CH3:36])=[C:34](B2OC(C)(C)C(C)(C)O2)[C:33]([CH3:46])=[N:32]1.C1(P(C2CCCCC2)C2C=CC=CC=2C2C(OC)=CC=CC=2OC)CCCCC1.[O-]P([O-])([O-])=O.[K+].[K+].[K+], predict the reaction product. The product is: [C:20]1([O:19][CH2:18][CH2:17][CH2:16][C:7]2[C:6]3[C:10](=[C:2]([C:34]4[C:33]([CH3:46])=[N:32][N:31]([CH3:30])[C:35]=4[CH3:36])[CH:3]=[CH:4][CH:5]=3)[NH:9][C:8]=2[C:11]([O:13][CH2:14][CH3:15])=[O:12])[C:29]2[C:24](=[CH:25][CH:26]=[CH:27][CH:28]=2)[CH:23]=[CH:22][CH:21]=1. (2) The product is: [N+:15]([C:11]1[CH:10]=[C:9]([O:18][C:19]([F:20])([F:21])[F:22])[C:8]([N:1]2[CH2:6][CH2:5][CH2:4][CH2:3][CH2:2]2)=[CH:13][C:12]=1[NH2:14])([O-:17])=[O:16]. Given the reactants [NH:1]1[CH2:6][CH2:5][CH2:4][CH2:3][CH2:2]1.Cl[C:8]1[C:9]([O:18][C:19]([F:22])([F:21])[F:20])=[CH:10][C:11]([N+:15]([O-:17])=[O:16])=[C:12]([NH2:14])[CH:13]=1, predict the reaction product. (3) The product is: [CH:28]1([CH2:34][C@H:35]([N:39]2[CH2:47][C:46]3[C:41](=[CH:42][CH:43]=[CH:44][C:45]=3[Cl:48])[C:40]2=[O:49])[C:36]([NH:50][C:51]2[S:52][CH:53]=[CH:54][N:55]=2)=[O:38])[CH2:33][CH2:32][CH2:31][CH2:30][CH2:29]1. Given the reactants F[P-](F)(F)(F)(F)F.N1(O[P+](N(C)C)(N(C)C)N(C)C)C2C=CC=CC=2N=N1.[CH:28]1([CH2:34][C@H:35]([N:39]2[CH2:47][C:46]3[C:41](=[CH:42][CH:43]=[CH:44][C:45]=3[Cl:48])[C:40]2=[O:49])[C:36]([OH:38])=O)[CH2:33][CH2:32][CH2:31][CH2:30][CH2:29]1.[NH2:50][C:51]1[S:52][CH:53]=[CH:54][N:55]=1.C1(C[C@H](N2CC3C(=CC=CC=3)C2=O)C(NC2SC=CN=2)=O)CCCCC1, predict the reaction product.